Dataset: Reaction yield outcomes from USPTO patents with 853,638 reactions. Task: Predict the reaction yield, written as a fraction of the theoretical maximum amount of product (1.0 means a 100% yield; for example, 0.34 means a 34% yield). (1) The reactants are [Cl:1][C:2]1[C:3]([F:9])=[C:4]([CH:6]=[CH:7][CH:8]=1)[NH2:5].Br.Br[CH:12]([C:14]1[CH:15]=[C:16]([C:31]([N:33]([CH3:35])[CH3:34])=[O:32])[CH:17]=[C:18]2[C:23]=1[O:22][C:21]([N:24]1[CH2:29][CH2:28][O:27][CH2:26][CH2:25]1)=[CH:20][C:19]2=[O:30])[CH3:13]. No catalyst specified. The product is [Cl:1][C:2]1[C:3]([F:9])=[C:4]([NH:5][CH:12]([C:14]2[CH:15]=[C:16]([C:31]([N:33]([CH3:35])[CH3:34])=[O:32])[CH:17]=[C:18]3[C:23]=2[O:22][C:21]([N:24]2[CH2:29][CH2:28][O:27][CH2:26][CH2:25]2)=[CH:20][C:19]3=[O:30])[CH3:13])[CH:6]=[CH:7][CH:8]=1. The yield is 0.626. (2) The reactants are CN(C)C=O.[N+:6]([C:9]1[N:10]=[C:11](SC2C=CC([N+]([O-])=O)=CC=2)[N:12]([CH2:14][C@:15]([OH:40])([CH3:39])[CH2:16][N:17]2[CH2:22][CH2:21][N:20]([C:23]([O:25][CH2:26][CH:27]=[CH:28][C:29]3[CH:34]=[CH:33][C:32]([C:35]([F:38])([F:37])[F:36])=[CH:31][CH:30]=3)=[O:24])[CH2:19][CH2:18]2)[CH:13]=1)([O-:8])=[O:7].CC(C)([O-])C.[Na+].O. The catalyst is ClCCl.C(OCC)(=O)C.CO.C(OCC)(=O)C. The product is [CH3:39][C@@:15]1([CH2:16][N:17]2[CH2:18][CH2:19][N:20]([C:23]([O:25][CH2:26][CH:27]=[CH:28][C:29]3[CH:34]=[CH:33][C:32]([C:35]([F:36])([F:38])[F:37])=[CH:31][CH:30]=3)=[O:24])[CH2:21][CH2:22]2)[O:40][C:11]2=[N:10][C:9]([N+:6]([O-:8])=[O:7])=[CH:13][N:12]2[CH2:14]1. The yield is 0.540. (3) The reactants are [CH3:1][C@@H:2]1[CH2:6][CH2:5][CH2:4][N:3]1[CH2:7][CH2:8][C:9]1[O:10][C:11]2[CH:17]=[CH:16][C:15]([C:18]3[CH:19]=[C:20]([C:24](=[O:26])[CH3:25])[CH:21]=[CH:22][CH:23]=3)=[CH:14][C:12]=2[CH:13]=1.[BH4-].[Na+]. The catalyst is C(O)C.O1CCCC1. The product is [CH3:1][C@@H:2]1[CH2:6][CH2:5][CH2:4][N:3]1[CH2:7][CH2:8][C:9]1[O:10][C:11]2[CH:17]=[CH:16][C:15]([C:18]3[CH:19]=[C:20]([CH:24]([OH:26])[CH3:25])[CH:21]=[CH:22][CH:23]=3)=[CH:14][C:12]=2[CH:13]=1. The yield is 0.110. (4) The reactants are [NH2:1][C:2]1[CH:7]=[CH:6][CH:5]=[CH:4][C:3]=1[OH:8].C([O-])(O)=O.[Na+].Cl[CH2:15][C:16](Cl)=[O:17]. The catalyst is CC[N+](CC1C=CC=CC=1)(CC)CC.[Cl-].C(Cl)(Cl)Cl. The product is [O:8]1[C:3]2[CH:4]=[CH:5][CH:6]=[CH:7][C:2]=2[NH:1][C:16](=[O:17])[CH2:15]1. The yield is 0.480.